Dataset: Catalyst prediction with 721,799 reactions and 888 catalyst types from USPTO. Task: Predict which catalyst facilitates the given reaction. (1) Reactant: N([C:3]([CH3:9])([CH3:8])[C:4]([O:6][CH3:7])=[O:5])=N[C:3]([CH3:9])([CH3:8])[C:4]([O:6][CH3:7])=[O:5].C(S)C[CH2:19][CH2:20][CH2:21][CH2:22][CH2:23][CH2:24][CH2:25][CH2:26][CH2:27][CH3:28]. Product: [C:4]([OH:6])(=[O:5])[C:3]([CH3:9])=[CH2:8].[CH:20]12[CH2:19][CH:23]([CH2:22][CH2:21]1)[CH:24]1[CH:25]2[CH2:26][CH2:27][CH2:28]1.[C:4]([O:6][CH3:7])(=[O:5])[C:3]([CH3:9])=[CH2:8]. The catalyst class is: 5. (2) Reactant: [NH2:1][C:2]1[N:15]([CH2:16][CH3:17])[C:6]2[N:7]=[C:8](S(C)(=O)=O)[N:9]=[CH:10][C:5]=2[C:4](=[O:18])[C:3]=1[C:19]([NH2:21])=[O:20].[NH2:22][C:23]1[CH:28]=[CH:27][C:26]([OH:29])=[CH:25][CH:24]=1. Product: [NH2:1][C:2]1[N:15]([CH2:16][CH3:17])[C:6]2[N:7]=[C:8]([NH:22][C:23]3[CH:28]=[CH:27][C:26]([OH:29])=[CH:25][CH:24]=3)[N:9]=[CH:10][C:5]=2[C:4](=[O:18])[C:3]=1[C:19]([NH2:21])=[O:20]. The catalyst class is: 16. (3) Reactant: [CH:1]([C:4]1[CH:9]=[CH:8][C:7]([NH:10][S:11](=[O:14])(=[O:13])[NH2:12])=[CH:6][CH:5]=1)([CH3:3])[CH3:2].[H-].[Na+].[Cl:17][C:18]1[C:23]([O:24][C:25]2[CH:30]=[CH:29][CH:28]=[CH:27][C:26]=2[O:31][CH3:32])=[C:22](Cl)[N:21]=[C:20]([C:34]2[CH:39]=[CH:38][N:37]=[CH:36][CH:35]=2)[N:19]=1.CCOC(C)=O. Product: [Cl:17][C:18]1[N:19]=[C:20]([C:34]2[CH:39]=[CH:38][N:37]=[CH:36][CH:35]=2)[N:21]=[C:22]([NH:12][S:11](=[O:13])(=[O:14])[NH:10][C:7]2[CH:6]=[CH:5][C:4]([CH:1]([CH3:3])[CH3:2])=[CH:9][CH:8]=2)[C:23]=1[O:24][C:25]1[CH:30]=[CH:29][CH:28]=[CH:27][C:26]=1[O:31][CH3:32]. The catalyst class is: 3. (4) Reactant: [CH3:1][O:2][C:3]1[N:8]=[C:7]([N:9]2[C:13]3=[N:14][CH:15]=[N:16][C:17](O)=[C:12]3[CH:11]=[N:10]2)[CH:6]=[CH:5][CH:4]=1.P(Cl)(Cl)([Cl:21])=O. Product: [Cl:21][C:17]1[N:16]=[CH:15][N:14]=[C:13]2[N:9]([C:7]3[CH:6]=[CH:5][CH:4]=[C:3]([O:2][CH3:1])[N:8]=3)[N:10]=[CH:11][C:12]=12. The catalyst class is: 3. (5) Reactant: [CH3:1][O:2][C:3]1[S:4][C:5]([C:8]([OH:10])=O)=[CH:6][N:7]=1.C1C=NC2N(O)N=NC=2C=1.CCN=C=NCCCN(C)C.Cl.Cl.[NH2:34][C@H:35]([CH2:44][C:45]1[CH:50]=[CH:49][C:48]([C:51]2[CH:56]=[CH:55][CH:54]=[CH:53][CH:52]=2)=[CH:47][CH:46]=1)[CH2:36][C@@H:37]([CH3:43])[C:38]([O:40][CH2:41][CH3:42])=[O:39]. Product: [C:48]1([C:51]2[CH:52]=[CH:53][CH:54]=[CH:55][CH:56]=2)[CH:47]=[CH:46][C:45]([CH2:44][C@@H:35]([NH:34][C:8]([C:5]2[S:4][C:3]([O:2][CH3:1])=[N:7][CH:6]=2)=[O:10])[CH2:36][C@@H:37]([CH3:43])[C:38]([O:40][CH2:41][CH3:42])=[O:39])=[CH:50][CH:49]=1. The catalyst class is: 3. (6) Reactant: [N:1]1[CH:6]=[CH:5][CH:4]=[N:3][C:2]=1[N:7]1[C:11]([C:12]([F:15])([F:14])[F:13])=[C:10]([C:16]([OH:18])=O)[CH:9]=[N:8]1.C(N(C(C)C)CC)(C)C.C1N(P(Cl)(N2C(=O)OCC2)=O)C(=O)OC1.[CH3:43][NH:44][C:45]1[CH:46]=[N:47][CH:48]=[CH:49][CH:50]=1. Product: [CH3:43][N:44]([C:45]1[CH:46]=[N:47][CH:48]=[CH:49][CH:50]=1)[C:16]([C:10]1[CH:9]=[N:8][N:7]([C:2]2[N:1]=[CH:6][CH:5]=[CH:4][N:3]=2)[C:11]=1[C:12]([F:13])([F:14])[F:15])=[O:18]. The catalyst class is: 46. (7) Reactant: [CH:1]1([NH:4][C:5](=[O:29])[C:6]2[CH:11]=[CH:10][C:9]([CH3:12])=[C:8]([C:13]3[CH:21]=[C:20]4[C:16]([C:17]([C:22]5[CH:27]=[CH:26][N:25]=[CH:24][CH:23]=5)=[N:18][NH:19]4)=[CH:15][C:14]=3[F:28])[CH:7]=2)[CH2:3][CH2:2]1.C1C=C(Cl)C=C(C(OO)=[O:38])C=1. Product: [CH:1]1([NH:4][C:5](=[O:29])[C:6]2[CH:11]=[CH:10][C:9]([CH3:12])=[C:8]([C:13]3[CH:21]=[C:20]4[C:16]([C:17]([C:22]5[CH:27]=[CH:26][N+:25]([O-:38])=[CH:24][CH:23]=5)=[N:18][NH:19]4)=[CH:15][C:14]=3[F:28])[CH:7]=2)[CH2:2][CH2:3]1. The catalyst class is: 22. (8) The catalyst class is: 561. Product: [CH2:1]([O:8][C:9]1[CH:14]=[CH:13][CH:12]=[C:11]([N+:15]([O-:17])=[O:16])[C:10]=1[NH:18][C:19](=[O:21])[CH3:20])[C:2]1[CH:3]=[CH:4][CH:5]=[CH:6][CH:7]=1. Reactant: [CH2:1]([O:8][C:9]1[CH:14]=[CH:13][CH:12]=[C:11]([N+:15]([O-:17])=[O:16])[C:10]=1[NH2:18])[C:2]1[CH:7]=[CH:6][CH:5]=[CH:4][CH:3]=1.[C:19](OC(=O)C)(=[O:21])[CH3:20]. (9) Reactant: [CH2:1]([C@H:3]1[C@@H:7]([C:8]2[N:12]3[C:13]4[CH:19]=[CH:18][N:17](S(C5C=CC(C)=CC=5)(=O)=O)[C:14]=4[N:15]=[CH:16][C:11]3=[N:10][N:9]=2)[CH2:6][C@@H:5]([NH:30][C:31]2[S:32][C:33]([C:36]#[N:37])=[CH:34][N:35]=2)[CH2:4]1)[CH3:2].O1CCOCC1.CCO.C([O-])([O-])=O.[Na+].[Na+]. Product: [CH2:1]([C@H:3]1[C@@H:7]([C:8]2[N:12]3[C:13]4[CH:19]=[CH:18][NH:17][C:14]=4[N:15]=[CH:16][C:11]3=[N:10][N:9]=2)[CH2:6][C@@H:5]([NH:30][C:31]2[S:32][C:33]([C:36]#[N:37])=[CH:34][N:35]=2)[CH2:4]1)[CH3:2]. The catalyst class is: 52. (10) Reactant: [NH2:1][C:2]1[CH:7]=[N:6][C:5](Br)=[CH:4][N:3]=1.[CH:9]1([C:13]2[CH:18]=[CH:17][C:16](B(O)O)=[C:15]([F:22])[C:14]=2[O:23][CH3:24])[CH2:12][CH2:11][CH2:10]1.C(Cl)Cl.C([O-])([O-])=O.[K+].[K+]. Product: [CH:9]1([C:13]2[CH:18]=[CH:17][C:16]([C:5]3[N:6]=[CH:7][C:2]([NH2:1])=[N:3][CH:4]=3)=[C:15]([F:22])[C:14]=2[O:23][CH3:24])[CH2:10][CH2:11][CH2:12]1. The catalyst class is: 140.